Dataset: Cav3 T-type calcium channel HTS with 100,875 compounds. Task: Binary Classification. Given a drug SMILES string, predict its activity (active/inactive) in a high-throughput screening assay against a specified biological target. (1) The compound is O1C2(CC(CC2)C)CC(=O)c2c1cc(OCC)cc2. The result is 0 (inactive). (2) The compound is O=c1[nH]c2c(cc1C(N1CCN(CC1)Cc1cc3OCOc3cc1)c1n(nnn1)C1CCCC1)cc(OC)cc2. The result is 0 (inactive). (3) The drug is OC(CN(Cc1ccccc1)CCO)COc1cc(OC)ccc1. The result is 0 (inactive).